Task: Predict the reaction yield, written as a fraction of the theoretical maximum amount of product (1.0 means a 100% yield; for example, 0.34 means a 34% yield).. Dataset: Reaction yield outcomes from USPTO patents with 853,638 reactions (1) The reactants are C(=O)(OC(C)(C)C)[O:2][C:3]1[N:7]([C:8]2[CH:13]=[CH:12][CH:11]=[CH:10][N:9]=2)[N:6]=[C:5]([C:14]2[CH:19]=[CH:18][C:17]([C:20]3[CH:25]=[CH:24][CH:23]=[C:22]([C:26]4[CH:31]=[CH:30][CH:29]=[CH:28][CH:27]=4)[CH:21]=3)=[CH:16][CH:15]=2)[CH:4]=1.C(=O)(OC(C)(C)C)OC1N(C2C=CC=CN=2)N=C(C2C=CC(C3C=CC=CC=3)=CC=2)C=1. No catalyst specified. The product is [C:26]1([C:22]2[CH:21]=[C:20]([C:17]3[CH:18]=[CH:19][C:14]([C:5]4[CH:4]=[C:3]([OH:2])[N:7]([C:8]5[CH:13]=[CH:12][CH:11]=[CH:10][N:9]=5)[N:6]=4)=[CH:15][CH:16]=3)[CH:25]=[CH:24][CH:23]=2)[CH:27]=[CH:28][CH:29]=[CH:30][CH:31]=1. The yield is 0.580. (2) The reactants are [CH3:1][C@H:2]1[O:7][C@@H:6]([CH3:8])[CH2:5][N:4]([CH2:9][CH2:10][CH2:11][O:12][C:13]2[CH:14]=[CH:15][C:16]3[C:17]4[N:18]([CH2:26][CH2:27][N:28]=4)[C:19]([NH2:25])=[N:20][C:21]=3[C:22]=2[O:23][CH3:24])[CH2:3]1.[C:29](O)(=[O:36])[C:30]1[CH:35]=[CH:34][CH:33]=[N:32][CH:31]=1.C1CN([P+](ON2N=NC3C=CC=CC2=3)(N2CCCC2)N2CCCC2)CC1.F[P-](F)(F)(F)(F)F.C(N(C(C)C)CC)(C)C. The catalyst is CN(C=O)C.CCOC(C)=O. The product is [CH3:1][C@H:2]1[O:7][C@@H:6]([CH3:8])[CH2:5][N:4]([CH2:9][CH2:10][CH2:11][O:12][C:13]2[CH:14]=[CH:15][C:16]3[C:17]4[N:18]([CH2:26][CH2:27][N:28]=4)[C:19]([NH:25][C:29](=[O:36])[C:30]4[CH:35]=[CH:34][CH:33]=[N:32][CH:31]=4)=[N:20][C:21]=3[C:22]=2[O:23][CH3:24])[CH2:3]1. The yield is 0.610. (3) The reactants are [CH2:1]([N:3]1[C:11]2[C:6](=[CH:7][CH:8]=[C:9]([O:12][CH3:13])[CH:10]=2)[C:5]([C:14]#[N:15])=[C:4]1C1C=CC(O)=CC=1)[CH3:2].Cl[C:24]([O:26][C:27]1[CH:32]=[CH:31][C:30]([N+]([O-])=O)=[CH:29][CH:28]=1)=[O:25].[CH:36]([NH:39][CH3:40])([CH3:38])[CH3:37].O. The yield is 0.700. The product is [C:14]([C:5]1[C:6]2[C:11](=[CH:10][C:9]([O:12][CH3:13])=[CH:8][CH:7]=2)[N:3]([CH2:1][CH3:2])[C:4]=1[C:30]1[CH:31]=[CH:32][C:27]([O:26][C:24](=[O:25])[N:39]([CH:36]([CH3:38])[CH3:37])[CH3:40])=[CH:28][CH:29]=1)#[N:15]. The catalyst is CCN(CC)CC.C(Cl)Cl.C(OCC)(=O)C. (4) The yield is 0.900. The product is [C:17]([C:21]1[CH:22]=[CH:23][C:24]([CH2:25][C:12]2[CH:11]=[CH:10][CH:9]=[C:8]3[C:13]=2[C:14]([NH2:32])=[N:15][C:6]([C:4]([OH:3])=[O:5])=[N:7]3)=[CH:27][CH:28]=1)([CH3:20])([CH3:18])[CH3:19]. The reactants are C([O:3][C:4]([C:6]1[N:15]=[C:14](Cl)[C:13]2[C:8](=[CH:9][CH:10]=[CH:11][CH:12]=2)[N:7]=1)=[O:5])C.[C:17]([C:21]1[CH:28]=[CH:27][C:24]([CH2:25]N)=[CH:23][CH:22]=1)([CH3:20])([CH3:19])[CH3:18].C([N:32](C(C)C)CC)(C)C. No catalyst specified. (5) The reactants are Cl[C:2]1[CH:7]=[C:6]([Cl:8])[N:5]=[C:4]([CH3:9])[N:3]=1.[F:10][C:11]([F:22])([F:21])[C:12]1[N:17]=[CH:16][C:15](B(O)O)=[CH:14][CH:13]=1.C(=O)([O-])[O-].[K+].[K+].O1CCOCC1. The catalyst is CCOC(C)=O.C1C=CC(P(C2C=CC=CC=2)[C-]2C=CC=C2)=CC=1.C1C=CC(P(C2C=CC=CC=2)[C-]2C=CC=C2)=CC=1.Cl[Pd]Cl.[Fe+2].O. The product is [Cl:8][C:6]1[CH:7]=[C:2]([C:15]2[CH:16]=[N:17][C:12]([C:11]([F:22])([F:21])[F:10])=[CH:13][CH:14]=2)[N:3]=[C:4]([CH3:9])[N:5]=1. The yield is 0.660. (6) The reactants are Cl.[F:2][C:3]([F:34])([F:33])[C:4]1[CH:5]=[C:6]([NH:14][C:15](=[O:32])[C:16]2[CH:21]=[C:20]([C:22]3[CH:27]=[CH:26][CH:25]=[CH:24][N:23]=3)[CH:19]=[CH:18][C:17]=2[O:28]COC)[CH:7]=[C:8]([C:10]([F:13])([F:12])[F:11])[CH:9]=1.C(=O)([O-])O.[Na+]. The catalyst is CO. The product is [F:34][C:3]([F:2])([F:33])[C:4]1[CH:5]=[C:6]([NH:14][C:15](=[O:32])[C:16]2[CH:21]=[C:20]([C:22]3[CH:27]=[CH:26][CH:25]=[CH:24][N:23]=3)[CH:19]=[CH:18][C:17]=2[OH:28])[CH:7]=[C:8]([C:10]([F:11])([F:12])[F:13])[CH:9]=1. The yield is 0.472. (7) The reactants are [CH3:1][O:2][C:3]1[CH:8]=[CH:7][C:6]([CH2:9][CH2:10][CH2:11]OS(C)(=O)=O)=[CH:5][CH:4]=1.[N-:17]=[N+:18]=[N-:19].[Na+]. No catalyst specified. The product is [CH3:1][O:2][C:3]1[CH:8]=[CH:7][C:6]([CH2:9][CH2:10][CH2:11][N:17]=[N+:18]=[N-:19])=[CH:5][CH:4]=1. The yield is 0.750. (8) The reactants are [N:1]([C:4]1[C:19]([N+:20]([O-:22])=[O:21])=[CH:18][CH:17]=[CH:16][C:5]=1[O:6][CH2:7][C:8]([C:10]1[CH:15]=[CH:14][CH:13]=[CH:12][N:11]=1)=[CH2:9])=[N+]=[N-]. The catalyst is C1C=CC=CC=1. The product is [N+:20]([C:19]1[C:4]2[N:1]3[CH2:9][C:8]3([C:10]3[CH:15]=[CH:14][CH:13]=[CH:12][N:11]=3)[CH2:7][O:6][C:5]=2[CH:16]=[CH:17][CH:18]=1)([O-:22])=[O:21]. The yield is 0.900. (9) The reactants are C[O:2][C:3]1[C:10]([O:11]C)=[C:9]([F:13])[CH:8]=[CH:7][C:4]=1[CH:5]=[O:6].B(Br)(Br)Br. The catalyst is ClCCl. The product is [F:13][C:9]1[CH:8]=[CH:7][C:4]([CH:5]=[O:6])=[C:3]([OH:2])[C:10]=1[OH:11]. The yield is 0.880. (10) The reactants are C=[C:2]1[CH2:5][CH:4]([C:6](O)=O)[CH2:3]1.[N-:9]=[N+]=[N-].[Na+].[CH3:13][C:14]([O:17][C:18]([O:20]C(OC(C)(C)C)=O)=O)([CH3:16])[CH3:15]. The catalyst is C1COCC1.[Br-].C([N+](CCCC)(CCCC)CCCC)CCC.C(S([O-])(=O)=O)(F)(F)F.C(S([O-])(=O)=O)(F)(F)F.[Zn+2]. The product is [C:18]([NH:9][CH:2]1[CH2:3][C:4](=[CH2:6])[CH2:5]1)([O:17][C:14]([CH3:16])([CH3:15])[CH3:13])=[O:20]. The yield is 0.349.